This data is from Full USPTO retrosynthesis dataset with 1.9M reactions from patents (1976-2016). The task is: Predict the reactants needed to synthesize the given product. Given the product [CH2:10]([O:17][C:18]1[CH:24]=[CH:23][C:21]([NH:22][C:2]2[N:7]=[C:6]([NH:22][C:21]3[CH:23]=[CH:24][C:18]([O:17][CH2:10][C:11]4[CH:12]=[CH:13][CH:14]=[CH:15][CH:16]=4)=[C:19]([C:25]([F:26])([F:27])[F:28])[CH:20]=3)[C:5]([F:9])=[CH:4][N:3]=2)=[CH:20][C:19]=1[C:25]([F:26])([F:27])[F:28])[C:11]1[CH:12]=[CH:13][CH:14]=[CH:15][CH:16]=1, predict the reactants needed to synthesize it. The reactants are: Cl[C:2]1[N:7]=[C:6](Cl)[C:5]([F:9])=[CH:4][N:3]=1.[CH2:10]([O:17][C:18]1[CH:24]=[CH:23][C:21]([NH2:22])=[CH:20][C:19]=1[C:25]([F:28])([F:27])[F:26])[C:11]1[CH:16]=[CH:15][CH:14]=[CH:13][CH:12]=1.